From a dataset of NCI-60 drug combinations with 297,098 pairs across 59 cell lines. Regression. Given two drug SMILES strings and cell line genomic features, predict the synergy score measuring deviation from expected non-interaction effect. Drug 1: C1=CC(=CC=C1CCCC(=O)O)N(CCCl)CCCl. Drug 2: C1=CN(C=N1)CC(O)(P(=O)(O)O)P(=O)(O)O. Cell line: LOX IMVI. Synergy scores: CSS=11.4, Synergy_ZIP=-5.76, Synergy_Bliss=-6.11, Synergy_Loewe=-6.21, Synergy_HSA=-5.01.